From a dataset of Full USPTO retrosynthesis dataset with 1.9M reactions from patents (1976-2016). Predict the reactants needed to synthesize the given product. Given the product [CH:36]1([NH:28][CH2:27][C:26]([N:23]2[C:24]3[C:20](=[CH:19][CH:18]=[C:17]([N:11]4[C:12](=[O:16])[C:13]([CH3:15])([CH3:14])[N:9]([CH2:8][C:6]5[CH:5]=[CH:4][N:3]=[C:2]([NH:45][C:46]6[CH:47]=[N:48][CH:49]=[CH:50][CH:51]=6)[CH:7]=5)[C:10]4=[O:44])[CH:25]=3)[C:21]([CH3:43])([CH3:42])[CH2:22]2)=[O:41])[CH2:37][CH2:38][CH2:39][CH2:40]1, predict the reactants needed to synthesize it. The reactants are: Cl[C:2]1[CH:7]=[C:6]([CH2:8][N:9]2[C:13]([CH3:15])([CH3:14])[C:12](=[O:16])[N:11]([C:17]3[CH:25]=[C:24]4[C:20]([C:21]([CH3:43])([CH3:42])[CH2:22][N:23]4[C:26](=[O:41])[CH2:27][N:28]([CH:36]4[CH2:40][CH2:39][CH2:38][CH2:37]4)C(=O)OC(C)(C)C)=[CH:19][CH:18]=3)[C:10]2=[O:44])[CH:5]=[CH:4][N:3]=1.[NH2:45][C:46]1[CH:47]=[N:48][CH:49]=[CH:50][CH:51]=1.CC1(C)C2C=CC(P(C3C=CC=CC=3)C3C=CC=CC=3)=CC=2OC2C1=CC=C(P(C1C=CC=CC=1)C1C=CC=CC=1)C=2.C(=O)([O-])[O-].[Cs+].[Cs+].